This data is from Reaction yield outcomes from USPTO patents with 853,638 reactions. The task is: Predict the reaction yield, written as a fraction of the theoretical maximum amount of product (1.0 means a 100% yield; for example, 0.34 means a 34% yield). The reactants are [N:1]1[CH:6]=[CH:5][C:4]([C:7]2[N:11]([C:12]3[CH:17]=[CH:16][C:15]([OH:18])=[CH:14][CH:13]=3)[CH:10]=[N:9][CH:8]=2)=[CH:3][CH:2]=1.Cl.Cl[CH2:21][C:22]1[CH:31]=[CH:30][C:29]2[C:24](=[CH:25][CH:26]=[CH:27][CH:28]=2)[N:23]=1.C(=O)([O-])[O-].[Cs+].[Cs+]. The catalyst is CS(C)=O.C(OCC)(=O)C.C(O)CCC. The product is [N:1]1[CH:6]=[CH:5][C:4]([C:7]2[N:11]([C:12]3[CH:17]=[CH:16][C:15]([O:18][CH2:21][C:22]4[CH:31]=[CH:30][C:29]5[C:24](=[CH:25][CH:26]=[CH:27][CH:28]=5)[N:23]=4)=[CH:14][CH:13]=3)[CH:10]=[N:9][CH:8]=2)=[CH:3][CH:2]=1. The yield is 0.990.